This data is from Catalyst prediction with 721,799 reactions and 888 catalyst types from USPTO. The task is: Predict which catalyst facilitates the given reaction. (1) Reactant: [CH3:1][O:2][C:3](=[O:16])[CH:4]=[CH:5][C:6]1[CH:11]=[CH:10][CH:9]=[C:8]([S:12](Cl)(=[O:14])=[O:13])[CH:7]=1.[NH2:17][C:18]1[CH:23]=[CH:22][CH:21]=[CH:20][CH:19]=1.N1C=CC=CC=1. Product: [CH3:1][O:2][C:3](=[O:16])[CH:4]=[CH:5][C:6]1[CH:11]=[CH:10][CH:9]=[C:8]([S:12](=[O:14])(=[O:13])[NH:17][C:18]2[CH:23]=[CH:22][CH:21]=[CH:20][CH:19]=2)[CH:7]=1. The catalyst class is: 4. (2) Reactant: [F:1][C:2]([F:12])([F:11])[O:3][C:4]1[CH:10]=[CH:9][C:7]([NH2:8])=[CH:6][CH:5]=1.[N:13]1[C:20]([Cl:21])=[N:19][C:17](Cl)=[N:16][C:14]=1[Cl:15].C(=O)([O-])[O-].[K+].[K+].Cl. Product: [Cl:15][C:14]1[N:13]=[C:20]([Cl:21])[N:19]=[C:17]([NH:8][C:7]2[CH:9]=[CH:10][C:4]([O:3][C:2]([F:11])([F:12])[F:1])=[CH:5][CH:6]=2)[N:16]=1. The catalyst class is: 54. (3) Reactant: F[C:2]([C:4]1[O:8][N:7]=[C:6]([C:9]2[CH:14]=[CH:13][CH:12]=[CH:11][CH:10]=2)[C:5]=1[C:15]([O:17][CH3:18])=[O:16])=[O:3].O/[N:20]=[C:21](/[C:23]1[CH:40]=[CH:39][C:26]([CH2:27][N:28]2[CH2:31][CH:30]([C:32]([O:34][C:35]([CH3:38])([CH3:37])[CH3:36])=[O:33])[CH2:29]2)=[CH:25][CH:24]=1)\[NH2:22].C(N(C(C)C)CC)(C)C. Product: [C:35]([O:34][C:32]([CH:30]1[CH2:31][N:28]([CH2:27][C:26]2[CH:39]=[CH:40][C:23]([C:21]3[N:22]=[C:2]([C:4]4[O:8][N:7]=[C:6]([C:9]5[CH:14]=[CH:13][CH:12]=[CH:11][CH:10]=5)[C:5]=4[C:15]([O:17][CH3:18])=[O:16])[O:3][N:20]=3)=[CH:24][CH:25]=2)[CH2:29]1)=[O:33])([CH3:38])([CH3:36])[CH3:37]. The catalyst class is: 10. (4) Reactant: Br[C:2]1[C:7]2[S:8][C:9]([C:11]3[C:16]([F:17])=[CH:15][CH:14]=[CH:13][C:12]=3[Cl:18])=[N:10][C:6]=2[CH:5]=[CH:4][N:3]=1.[NH2:19][C:20]1[N:25]=[CH:24][N:23]=[C:22]([NH:26][C:27](=[O:29])[CH3:28])[CH:21]=1.CC1(C)C2C(=C(P(C3C=CC=CC=3)C3C=CC=CC=3)C=CC=2)OC2C(P(C3C=CC=CC=3)C3C=CC=CC=3)=CC=CC1=2.C([O-])([O-])=O.[Cs+].[Cs+]. Product: [Cl:18][C:12]1[CH:13]=[CH:14][CH:15]=[C:16]([F:17])[C:11]=1[C:9]1[S:8][C:7]2[C:2]([NH:19][C:20]3[N:25]=[CH:24][N:23]=[C:22]([NH:26][C:27](=[O:29])[CH3:28])[CH:21]=3)=[N:3][CH:4]=[CH:5][C:6]=2[N:10]=1. The catalyst class is: 62. (5) Reactant: Br[CH:2]([CH2:5][CH3:6])[CH2:3][CH3:4].[Mg].[CH:8]([C:10]1[CH:15]=[CH:14][C:13]([NH:16][C:17](=[O:19])[CH3:18])=[CH:12][CH:11]=1)=[O:9].[NH4+].[Cl-]. Product: [CH2:3]([CH:2]([CH2:5][CH3:6])[CH:8]([C:10]1[CH:11]=[CH:12][C:13]([NH:16][C:17](=[O:19])[CH3:18])=[CH:14][CH:15]=1)[OH:9])[CH3:4]. The catalyst class is: 332. (6) Reactant: [Cl:1][C:2]1[CH:7]=[CH:6][C:5]([CH:8]([C:19]2[CH:24]=[CH:23][C:22]([S:25]([CH3:28])(=[O:27])=[O:26])=[CH:21][CH:20]=2)[CH2:9][C:10]([C:12]2[CH:13]=[CH:14][C:15](=[O:18])[NH:16][CH:17]=2)=[O:11])=[C:4]([CH3:29])[CH:3]=1.Br[CH2:31][CH2:32][C:33]([O:35][CH3:36])=[O:34].C(=O)([O-])[O-].[K+].[K+]. Product: [Cl:1][C:2]1[CH:7]=[CH:6][C:5]([CH:8]([C:19]2[CH:20]=[CH:21][C:22]([S:25]([CH3:28])(=[O:26])=[O:27])=[CH:23][CH:24]=2)[CH2:9][C:10]([C:12]2[CH:13]=[CH:14][C:15](=[O:18])[N:16]([CH2:31][CH2:32][C:33]([O:35][CH3:36])=[O:34])[CH:17]=2)=[O:11])=[C:4]([CH3:29])[CH:3]=1. The catalyst class is: 682. (7) Reactant: [H-].[Na+].CN1C(=O)CCC1.[I:10][C:11]1[CH:15]=[CH:14][NH:13][N:12]=1.Cl[C:17]1[CH:22]=[N:21][N:20]([CH3:23])[C:19](=[O:24])[CH:18]=1. Product: [I:10][C:11]1[CH:15]=[CH:14][N:13]([C:17]2[CH:22]=[N:21][N:20]([CH3:23])[C:19](=[O:24])[CH:18]=2)[N:12]=1. The catalyst class is: 6.